Dataset: Reaction yield outcomes from USPTO patents with 853,638 reactions. Task: Predict the reaction yield, written as a fraction of the theoretical maximum amount of product (1.0 means a 100% yield; for example, 0.34 means a 34% yield). (1) The reactants are [CH3:1][O:2][C:3]1[CH:19]=[CH:18][C:6]([CH2:7][O:8][CH2:9][CH2:10][O:11][CH2:12][CH2:13][O:14][CH2:15][CH2:16][OH:17])=[CH:5][CH:4]=1.C(N(CC)CC)C.[CH3:27][S:28](Cl)(=[O:30])=[O:29]. The catalyst is C(Cl)Cl.C(O)(=O)CC(CC(O)=O)(C(O)=O)O. The product is [CH3:27][S:28]([O:17][CH2:16][CH2:15][O:14][CH2:13][CH2:12][O:11][CH2:10][CH2:9][O:8][CH2:7][C:6]1[CH:5]=[CH:4][C:3]([O:2][CH3:1])=[CH:19][CH:18]=1)(=[O:30])=[O:29]. The yield is 0.460. (2) The reactants are [F:1][C:2]([F:15])([C:9]1[CH:14]=[CH:13][CH:12]=[CH:11][CH:10]=1)[CH2:3][O:4][CH2:5][CH2:6][CH2:7][OH:8].C1(CCCCOCCC=O)C=CC=CC=1. The product is [F:1][C:2]([F:15])([C:9]1[CH:14]=[CH:13][CH:12]=[CH:11][CH:10]=1)[CH2:3][O:4][CH2:5][CH2:6][CH:7]=[O:8]. No catalyst specified. The yield is 0.600. (3) The product is [F:1][C:2]1[CH:3]=[CH:4][C:5]([CH2:8][C:9]2[CH:18]=[C:17]3[C:12]([C:13]([OH:32])=[C:14]([C:28]([NH:33][CH2:34][CH2:35][OH:36])=[O:29])[C:15](=[O:27])[N:16]3[C:19]3[CH:20]=[CH:21][C:22]([O:25][CH3:26])=[CH:23][CH:24]=3)=[N:11][CH:10]=2)=[CH:6][CH:7]=1. The yield is 0.890. The reactants are [F:1][C:2]1[CH:7]=[CH:6][C:5]([CH2:8][C:9]2[CH:18]=[C:17]3[C:12]([C:13]([OH:32])=[C:14]([C:28](OC)=[O:29])[C:15](=[O:27])[N:16]3[C:19]3[CH:24]=[CH:23][C:22]([O:25][CH3:26])=[CH:21][CH:20]=3)=[N:11][CH:10]=2)=[CH:4][CH:3]=1.[NH2:33][CH2:34][CH2:35][OH:36]. No catalyst specified. (4) The reactants are [CH:1]1[C:13]2[CH:12]([CH2:14][O:15][C:16]([NH:18][C@H:19]([CH2:27][C:28]3[CH:29]=[N:30][CH:31]=[N:32][C:33]=3[C:34]3[CH:39]=[CH:38][CH:37]=[CH:36][C:35]=3[CH3:40])[C:20]([O:22]C(C)(C)C)=[O:21])=[O:17])[C:11]3[C:6](=[CH:7][CH:8]=[CH:9][CH:10]=3)[C:5]=2[CH:4]=[CH:3][CH:2]=1.[Cl-:41].[Ca+2].[Cl-]. The catalyst is C(O)(C(F)(F)F)=O. The product is [ClH:41].[CH:10]1[C:11]2[CH:12]([CH2:14][O:15][C:16]([NH:18][C@H:19]([CH2:27][C:28]3[CH:29]=[N:30][CH:31]=[N:32][C:33]=3[C:34]3[CH:39]=[CH:38][CH:37]=[CH:36][C:35]=3[CH3:40])[C:20]([OH:22])=[O:21])=[O:17])[C:13]3[C:5](=[CH:4][CH:3]=[CH:2][CH:1]=3)[C:6]=2[CH:7]=[CH:8][CH:9]=1. The yield is 0.980.